This data is from Reaction yield outcomes from USPTO patents with 853,638 reactions. The task is: Predict the reaction yield, written as a fraction of the theoretical maximum amount of product (1.0 means a 100% yield; for example, 0.34 means a 34% yield). (1) The yield is 0.510. The reactants are [CH3:1][Mg]Br.CON(C)[C:7](=[O:18])[C@@H:8]([NH:10][C:11](=[O:17])[O:12][C:13]([CH3:16])([CH3:15])[CH3:14])[CH3:9].[Cl-].[NH4+]. The product is [CH3:9][C@H:8]([NH:10][C:11](=[O:17])[O:12][C:13]([CH3:14])([CH3:15])[CH3:16])[C:7](=[O:18])[CH3:1]. The catalyst is O1CCCC1. (2) The reactants are [F:1][C:2]1[CH:3]=[C:4]([CH:14]=[CH:15][CH:16]=1)[O:5][CH2:6][C:7]1[CH:12]=[CH:11][C:10]([NH2:13])=[CH:9][CH:8]=1.[NH2:17][C:18]([C:20]1([C:23](O)=[O:24])[CH2:22][CH2:21]1)=[O:19]. No catalyst specified. The product is [F:1][C:2]1[CH:3]=[C:4]([CH:14]=[CH:15][CH:16]=1)[O:5][CH2:6][C:7]1[CH:8]=[CH:9][C:10]([NH:13][C:23]([C:20]2([C:18]([NH2:17])=[O:19])[CH2:22][CH2:21]2)=[O:24])=[CH:11][CH:12]=1. The yield is 0.420. (3) The yield is 0.870. The product is [C:1]([C:5]1[CH:6]=[C:7]2[C:11](=[CH:12][C:13]=1[NH2:14])[NH:10][CH:9]=[CH:8]2)([CH3:4])([CH3:2])[CH3:3]. The reactants are [C:1]([C:5]1[CH:6]=[C:7]2[C:11](=[CH:12][C:13]=1[N+:14]([O-])=O)[NH:10][CH:9]=[CH:8]2)([CH3:4])([CH3:3])[CH3:2]. The catalyst is [Ni].CO.